This data is from Tyrosyl-DNA phosphodiesterase HTS with 341,365 compounds. The task is: Binary Classification. Given a drug SMILES string, predict its activity (active/inactive) in a high-throughput screening assay against a specified biological target. (1) The molecule is s1c(NC(=O)C2CCCCC2)nc(c1)C(OCC)=O. The result is 0 (inactive). (2) The drug is FC(F)(F)c1cc(N2CCN(CC2)C(=O)c2c(OC)cccc2)ccc1. The result is 0 (inactive).